This data is from Peptide-MHC class I binding affinity with 185,985 pairs from IEDB/IMGT. The task is: Regression. Given a peptide amino acid sequence and an MHC pseudo amino acid sequence, predict their binding affinity value. This is MHC class I binding data. (1) The peptide sequence is SLTTIGTIA. The MHC is HLA-A02:06 with pseudo-sequence HLA-A02:06. The binding affinity (normalized) is 0.428. (2) The peptide sequence is EAQEDEEHY. The MHC is Mamu-A02 with pseudo-sequence Mamu-A02. The binding affinity (normalized) is 0. (3) The peptide sequence is CCFHCQVC. The MHC is HLA-B44:03 with pseudo-sequence HLA-B44:03. The binding affinity (normalized) is 0.121. (4) The peptide sequence is KAVRGDLNF. The MHC is HLA-A69:01 with pseudo-sequence HLA-A69:01. The binding affinity (normalized) is 0.0847. (5) The peptide sequence is GELRKAICL. The MHC is HLA-A31:01 with pseudo-sequence HLA-A31:01. The binding affinity (normalized) is 0.0847. (6) The peptide sequence is ISLQEVFTM. The MHC is HLA-A02:03 with pseudo-sequence HLA-A02:03. The binding affinity (normalized) is 0.0847. (7) The peptide sequence is ALLGAMTAGI. The MHC is HLA-A02:03 with pseudo-sequence HLA-A02:03. The binding affinity (normalized) is 0.623. (8) The peptide sequence is QSFEEVSAR. The MHC is HLA-B58:01 with pseudo-sequence HLA-B58:01. The binding affinity (normalized) is 0.0847.